This data is from Reaction yield outcomes from USPTO patents with 853,638 reactions. The task is: Predict the reaction yield, written as a fraction of the theoretical maximum amount of product (1.0 means a 100% yield; for example, 0.34 means a 34% yield). (1) The reactants are [CH:1]1([CH:7]([C:9]2[CH:13]=[C:12]([CH:14]3[CH2:19][CH2:18][S:17][CH2:16][CH2:15]3)[S:11][C:10]=2[CH2:20][CH3:21])O)[CH2:6][CH2:5][CH2:4][CH2:3][CH2:2]1.S(Cl)([Cl:24])=O.C(=O)([O-])O.[Na+]. The catalyst is C1(C)C=CC=CC=1. The product is [Cl:24][CH:7]([CH:1]1[CH2:6][CH2:5][CH2:4][CH2:3][CH2:2]1)[C:9]1[CH:13]=[C:12]([CH:14]2[CH2:19][CH2:18][S:17][CH2:16][CH2:15]2)[S:11][C:10]=1[CH2:20][CH3:21]. The yield is 0.950. (2) The reactants are [C:1]([O:5][C:6]([N:8]1[CH2:13][CH2:12][CH:11]([O:14][C:15]2[C:20]([Cl:21])=[CH:19][N:18]=[C:17]([O-:22])[CH:16]=2)[CH2:10][CH2:9]1)=[O:7])([CH3:4])([CH3:3])[CH3:2].C([N+](CCCC)(CCCC)CCCC)CCC.CN1C(=O)CCC1.F[C:48]1[CH:53]=[CH:52][C:51]([S:54]([CH3:57])(=[O:56])=[O:55])=[CH:50][C:49]=1[F:58]. The catalyst is C(OCC)(=O)C. The product is [Cl:21][C:20]1[C:15]([O:14][CH:11]2[CH2:12][CH2:13][N:8]([C:6]([O:5][C:1]([CH3:4])([CH3:2])[CH3:3])=[O:7])[CH2:9][CH2:10]2)=[CH:16][C:17](=[O:22])[N:18]([C:48]2[CH:53]=[CH:52][C:51]([S:54]([CH3:57])(=[O:56])=[O:55])=[CH:50][C:49]=2[F:58])[CH:19]=1. The yield is 0.700. (3) The catalyst is CC(O)C. The product is [NH2:7][C:8]1[CH:13]=[CH:12][CH:11]=[CH:10][C:9]=1[NH:14][C:15](=[O:32])/[CH:16]=[CH:17]/[CH2:18][CH2:19][CH2:20][N:21]1[C:29](=[O:30])[C:28]2[C:23](=[CH:24][CH:25]=[CH:26][CH:27]=2)[C:22]1=[O:31]. The reactants are C(OC(=O)[NH:7][C:8]1[CH:13]=[CH:12][CH:11]=[CH:10][C:9]=1[NH:14][C:15](=[O:32])/[CH:16]=[CH:17]/[CH2:18][CH2:19][CH2:20][N:21]1[C:29](=[O:30])[C:28]2[C:23](=[CH:24][CH:25]=[CH:26][CH:27]=2)[C:22]1=[O:31])(C)(C)C.Cl.C([O-])([O-])=O.[K+].[K+]. The yield is 0.370. (4) The catalyst is ClCCl. The reactants are [S:1]1[C:5]2[CH:6]=[CH:7][CH:8]=[CH:9][C:4]=2[CH:3]=[C:2]1[C:10]([OH:12])=O.C(Cl)(=O)C([Cl:16])=O.CN(C=O)C. The yield is 0.230. The product is [S:1]1[C:5]2[CH:6]=[CH:7][CH:8]=[CH:9][C:4]=2[CH:3]=[C:2]1[C:10]([Cl:16])=[O:12]. (5) The reactants are [OH:1][C:2]1[C:14]2[C:13]3[C:8](=[CH:9][CH:10]=[CH:11][CH:12]=3)[N:7]([CH3:15])[C:6]=2[N:5]=[C:4]([CH3:16])[C:3]=1[C:17]([O:19][CH2:20][CH3:21])=[O:18].CCN(CC)CC.[O:29](S(C(F)(F)F)(=O)=O)[S:30]([C:33]([F:36])([F:35])[F:34])(=O)=[O:31]. The catalyst is ClCCl. The product is [CH3:16][C:4]1[C:3]([C:17]([O:19][CH2:20][CH3:21])=[O:18])=[C:2]([O:1][S:30]([C:33]([F:36])([F:35])[F:34])(=[O:31])=[O:29])[C:14]2[C:13]3[C:8](=[CH:9][CH:10]=[CH:11][CH:12]=3)[N:7]([CH3:15])[C:6]=2[N:5]=1. The yield is 0.930. (6) The reactants are [CH3:1][O:2][CH2:3][C:4]1[C:12]2[C:7](=[CH:8][C:9]([N+:13]([O-])=O)=[CH:10][CH:11]=2)[N:6]([CH2:16][O:17][CH2:18][CH2:19][Si:20]([CH3:23])([CH3:22])[CH3:21])[N:5]=1.[H][H]. The catalyst is [Ni].CO. The product is [CH3:1][O:2][CH2:3][C:4]1[C:12]2[C:7](=[CH:8][C:9]([NH2:13])=[CH:10][CH:11]=2)[N:6]([CH2:16][O:17][CH2:18][CH2:19][Si:20]([CH3:21])([CH3:23])[CH3:22])[N:5]=1. The yield is 0.830. (7) The reactants are [F:1][C:2]1[CH:3]=[C:4]([C:8]#[C:9][C:10]2[CH:11]=[N:12][C:13]([C:16]([OH:18])=O)=[N:14][CH:15]=2)[CH:5]=[CH:6][CH:7]=1.C(Cl)(=O)C(Cl)=O.C(N(C(C)C)CC)(C)C.[C:34]([NH:38][CH2:39][CH3:40])([CH3:37])([CH3:36])[CH3:35]. The catalyst is ClCCl.CN(C=O)C.C1COCC1. The product is [C:34]([N:38]([CH2:39][CH3:40])[C:16]([C:13]1[N:14]=[CH:15][C:10]([C:9]#[C:8][C:4]2[CH:5]=[CH:6][CH:7]=[C:2]([F:1])[CH:3]=2)=[CH:11][N:12]=1)=[O:18])([CH3:37])([CH3:36])[CH3:35]. The yield is 0.780. (8) The reactants are [F:1][C:2]([F:26])([F:25])[CH:3]([C:16]1[CH:21]=[C:20]([Cl:22])[C:19]([Cl:23])=[C:18]([Cl:24])[CH:17]=1)/[CH:4]=[CH:5]/[C:6]1[CH:7]=[C:8]2[C:12](=[CH:13][CH:14]=1)[CH:11]([NH2:15])[CH2:10][CH2:9]2.[F:27][C:28]([F:34])([F:33])[CH2:29][C:30](O)=[O:31].CCN=C=NCCCN(C)C.Cl.C1C=CC2N(O)N=NC=2C=1.O.CCN(C(C)C)C(C)C. The catalyst is C(Cl)Cl. The product is [F:27][C:28]([F:34])([F:33])[CH2:29][C:30]([NH:15][CH:11]1[C:12]2[C:8](=[CH:7][C:6](/[CH:5]=[CH:4]/[CH:3]([C:16]3[CH:17]=[C:18]([Cl:24])[C:19]([Cl:23])=[C:20]([Cl:22])[CH:21]=3)[C:2]([F:1])([F:25])[F:26])=[CH:14][CH:13]=2)[CH2:9][CH2:10]1)=[O:31]. The yield is 0.650.